This data is from Reaction yield outcomes from USPTO patents with 853,638 reactions. The task is: Predict the reaction yield, written as a fraction of the theoretical maximum amount of product (1.0 means a 100% yield; for example, 0.34 means a 34% yield). (1) The reactants are [CH3:1][C:2]1[CH:3]=[CH:4][CH:5]=[C:6]2[C:11]=1[C:10]([OH:12])=[CH:9][CH:8]=[CH:7]2.B(Cl)(Cl)Cl.[Cl:17][C:18]1[CH:23]=[C:22]([S:24]([C:27]([F:30])([F:29])[F:28])(=[O:26])=[O:25])[CH:21]=[CH:20][C:19]=1[N:31]=[C:32]=[O:33]. The catalyst is C1(C)C=CC=CC=1.CO. The product is [Cl:17][C:18]1[CH:23]=[C:22]([S:24]([C:27]([F:30])([F:29])[F:28])(=[O:26])=[O:25])[CH:21]=[CH:20][C:19]=1[NH:31][C:32]([C:9]1[CH:8]=[CH:7][C:6]2[C:11](=[C:2]([CH3:1])[CH:3]=[CH:4][CH:5]=2)[C:10]=1[OH:12])=[O:33]. The yield is 0.300. (2) The reactants are [C:1]1([C:32]2[CH:37]=[CH:36][CH:35]=[CH:34][CH:33]=2)[CH:6]=[CH:5][C:4]([C:7]2[N:8]([C:25]3[CH:30]=[CH:29][C:28]([Cl:31])=[CH:27][CH:26]=3)[C:9](=[O:24])[C:10]3[N:11]=[C:12]([CH2:22]Br)[N:13]([C:16]4[CH:21]=[CH:20][CH:19]=[CH:18][CH:17]=4)[C:14]=3[N:15]=2)=[CH:3][CH:2]=1.[CH3:38][S-:39].[Na+].Cl. The catalyst is CN(C=O)C. The product is [C:1]1([C:32]2[CH:37]=[CH:36][CH:35]=[CH:34][CH:33]=2)[CH:6]=[CH:5][C:4]([C:7]2[N:8]([C:25]3[CH:30]=[CH:29][C:28]([Cl:31])=[CH:27][CH:26]=3)[C:9](=[O:24])[C:10]3[N:11]=[C:12]([CH2:22][S:39][CH3:38])[N:13]([C:16]4[CH:21]=[CH:20][CH:19]=[CH:18][CH:17]=4)[C:14]=3[N:15]=2)=[CH:3][CH:2]=1. The yield is 0.860. (3) The reactants are [C:1]1([CH3:25])[CH:6]=[CH:5][CH:4]=[CH:3][C:2]=1[CH:7]1[CH2:16][CH2:15][C:14]2[C:9](=[CH:10][CH:11]=[C:12]([O:17][C:18]3[S:19][C:20]([CH2:23][NH2:24])=[CH:21][N:22]=3)[CH:13]=2)[O:8]1.Cl.CN(C)CCCN=C=NCC.ON1C2C=CC=CC=2N=N1.CN1CCOCC1.[O:55]1[C:59]([C:60](O)=[O:61])=[CH:58][CH:57]=[N:56]1. The catalyst is CN(C=O)C.O. The product is [C:1]1([CH3:25])[CH:6]=[CH:5][CH:4]=[CH:3][C:2]=1[CH:7]1[CH2:16][CH2:15][C:14]2[C:9](=[CH:10][CH:11]=[C:12]([O:17][C:18]3[S:19][C:20]([CH2:23][NH:24][C:60]([C:59]4[O:55][N:56]=[CH:57][CH:58]=4)=[O:61])=[CH:21][N:22]=3)[CH:13]=2)[O:8]1. The yield is 0.590.